Dataset: Catalyst prediction with 721,799 reactions and 888 catalyst types from USPTO. Task: Predict which catalyst facilitates the given reaction. (1) Reactant: Cl[C:2]1[CH:22]=[N:21][C:5]2[NH:6][C:7]3[C:12]([C:4]=2[CH:3]=1)=[CH:11][C:10]([CH2:13][CH2:14][C:15]1[CH:20]=[CH:19][CH:18]=[CH:17][CH:16]=1)=[CH:9][CH:8]=3.[O-]P([O-])([O-])=O.[K+].[K+].[K+].[O:31]1[C:35]2[CH:36]=[CH:37][C:38](B(O)O)=[CH:39][C:34]=2[O:33][CH2:32]1. Product: [O:31]1[C:35]2[CH:36]=[CH:37][C:38]([C:2]3[CH:22]=[N:21][C:5]4[NH:6][C:7]5[C:12]([C:4]=4[CH:3]=3)=[CH:11][C:10]([CH2:13][CH2:14][C:15]3[CH:20]=[CH:19][CH:18]=[CH:17][CH:16]=3)=[CH:9][CH:8]=5)=[CH:39][C:34]=2[O:33][CH2:32]1. The catalyst class is: 318. (2) Reactant: [NH2:1][C:2]1[CH:9]=[CH:8][C:5]([C:6]#[N:7])=[CH:4][CH:3]=1.[N+:10]([C:13]1[CH:20]=[CH:19][CH:18]=[CH:17][C:14]=1[CH:15]=O)([O-:12])=[O:11]. Product: [N+:10]([C:13]1[CH:20]=[CH:19][CH:18]=[CH:17][C:14]=1[CH:15]=[N:1][C:2]1[CH:9]=[CH:8][C:5]([C:6]#[N:7])=[CH:4][CH:3]=1)([O-:12])=[O:11]. The catalyst class is: 8. (3) Reactant: [NH2:1][C:2]1[S:3][C:4]([C:12]2[CH:17]=[CH:16][C:15]([F:18])=[CH:14][CH:13]=2)=[CH:5][C:6]=1[C:7]([O:9]CC)=O.[C:19](#[N:26])[C:20]1[CH:25]=[CH:24][CH:23]=[CH:22][CH:21]=1.Cl. Product: [F:18][C:15]1[CH:14]=[CH:13][C:12]([C:4]2[S:3][C:2]3[N:1]=[C:19]([C:20]4[CH:25]=[CH:24][CH:23]=[CH:22][CH:21]=4)[NH:26][C:7](=[O:9])[C:6]=3[CH:5]=2)=[CH:17][CH:16]=1. The catalyst class is: 12. (4) Reactant: [H-].[Na+].[CH3:3][C:4]1[N:8]=[C:7]([NH:9][C:10]2[CH:15]=[CH:14][CH:13]=[CH:12][N:11]=2)[S:6][N:5]=1.[CH2:16]([O:18][C:19](=[O:27])[CH2:20][CH2:21][CH2:22][CH2:23][CH2:24][CH2:25]I)[CH3:17]. Product: [CH2:16]([O:18][C:19](=[O:27])[CH2:20][CH2:21][CH2:22][CH2:23][CH2:24][CH2:25][N:9]([C:7]1[S:6][N:5]=[C:4]([CH3:3])[N:8]=1)[C:10]1[CH:15]=[CH:14][CH:13]=[CH:12][N:11]=1)[CH3:17]. The catalyst class is: 3. (5) Reactant: [Br:1][C:2]1[CH:11]=[CH:10][C:9]([F:12])=[CH:8][C:3]=1[C:4](OC)=[O:5].[BH4-].[Na+].CO.O. Product: [Br:1][C:2]1[CH:11]=[CH:10][C:9]([F:12])=[CH:8][C:3]=1[CH2:4][OH:5]. The catalyst class is: 1. (6) The catalyst class is: 4. Reactant: [CH3:1][S:2](Cl)(=[O:4])=[O:3].[CH:6]1([C:12]2[CH:17]=[CH:16][C:15]([C:18]3[O:22][N:21]=[C:20]([C:23]4[CH:28]=[CH:27][C:26]([CH2:29][OH:30])=[CH:25][CH:24]=4)[N:19]=3)=[CH:14][CH:13]=2)[CH2:11][CH2:10][CH2:9][CH2:8][CH2:7]1.C(N(CC)CC)C.O. Product: [CH:6]1([C:12]2[CH:13]=[CH:14][C:15]([C:18]3[O:22][N:21]=[C:20]([C:23]4[CH:28]=[CH:27][C:26]([CH2:29][O:30][S:2]([CH3:1])(=[O:4])=[O:3])=[CH:25][CH:24]=4)[N:19]=3)=[CH:16][CH:17]=2)[CH2:7][CH2:8][CH2:9][CH2:10][CH2:11]1. (7) Reactant: [Cl:1][C:2]1[CH:8]=[C:7]([N+:9]([O-:11])=[O:10])[CH:6]=[CH:5][C:3]=1[NH2:4].[C:12](O[C:12]([O:14][C:15]([CH3:18])([CH3:17])[CH3:16])=[O:13])([O:14][C:15]([CH3:18])([CH3:17])[CH3:16])=[O:13]. Product: [C:15]([O:14][C:12]([N:4]([C:12]([O:14][C:15]([CH3:18])([CH3:17])[CH3:16])=[O:13])[C:3]1[CH:5]=[CH:6][C:7]([N+:9]([O-:11])=[O:10])=[CH:8][C:2]=1[Cl:1])=[O:13])([CH3:18])([CH3:17])[CH3:16]. The catalyst class is: 527.